This data is from Reaction yield outcomes from USPTO patents with 853,638 reactions. The task is: Predict the reaction yield, written as a fraction of the theoretical maximum amount of product (1.0 means a 100% yield; for example, 0.34 means a 34% yield). The reactants are Cl.[C:2]([O:18][CH3:19])(=[O:17])/[CH:3]=[CH:4]/[C:5]([O:7][CH2:8][C:9](=[O:16])[N:10]1[CH2:15][CH2:14][NH:13][CH2:12][CH2:11]1)=[O:6].[C:20](Cl)(=[O:22])[CH3:21].C(N(C(C)C)CC)(C)C. The catalyst is ClCCl. The product is [C:5]([O:7][CH2:8][C:9]([N:10]1[CH2:15][CH2:14][N:13]([C:20](=[O:22])[CH3:21])[CH2:12][CH2:11]1)=[O:16])(=[O:6])/[CH:4]=[CH:3]/[C:2]([O:18][CH3:19])=[O:17]. The yield is 0.540.